This data is from Catalyst prediction with 721,799 reactions and 888 catalyst types from USPTO. The task is: Predict which catalyst facilitates the given reaction. (1) Reactant: [Cl:1][C:2]1[CH:3]=[CH:4][C:5]([NH:11][CH:12]([CH3:14])[CH3:13])=[C:6]([CH:10]=1)[C:7]([OH:9])=O.[CH:15]1([C:20]2[CH:39]=[CH:38][C:23]([CH2:24][NH:25][CH2:26][CH2:27][C:28]3[CH:33]=[CH:32][CH:31]=[C:30]([C:34]([F:37])([F:36])[F:35])[CH:29]=3)=[CH:22][CH:21]=2)[CH2:19][CH2:18][CH2:17][CH2:16]1.CN(C(ON1N=NC2C=CC=CC1=2)=[N+](C)C)C.[B-](F)(F)(F)F.C(N(CC)C(C)C)(C)C. Product: [Cl:1][C:2]1[CH:3]=[CH:4][C:5]([NH:11][CH:12]([CH3:14])[CH3:13])=[C:6]([CH:10]=1)[C:7]([N:25]([CH2:24][C:23]1[CH:22]=[CH:21][C:20]([CH:15]2[CH2:19][CH2:18][CH2:17][CH2:16]2)=[CH:39][CH:38]=1)[CH2:26][CH2:27][C:28]1[CH:33]=[CH:32][CH:31]=[C:30]([C:34]([F:35])([F:36])[F:37])[CH:29]=1)=[O:9]. The catalyst class is: 18. (2) Reactant: [CH3:1][C:2]1[CH:10]=[C:9]2[C:5]([C:6]([CH:11]=O)=[CH:7][NH:8]2)=[CH:4][CH:3]=1.Cl.[NH2:14][OH:15].C([O-])(=O)C.[Na+]. Product: [CH3:1][C:2]1[CH:10]=[C:9]2[C:5]([C:6]([CH:11]=[N:14][OH:15])=[CH:7][NH:8]2)=[CH:4][CH:3]=1. The catalyst class is: 8. (3) Reactant: [CH2:1]1[C:4]2([CH2:7][NH:6][CH2:5]2)[CH2:3][CH:2]1[CH2:8][C:9]([O:11][CH2:12][CH3:13])=[O:10].C(N(CC)CC)C.[N+:21]([C:24]1[CH:25]=[CH:26][CH:27]=[N:28][CH:29]=1)([O-:23])=[O:22].O. The catalyst class is: 4. Product: [CH2:12]([O:11][C:9](=[O:10])[CH2:8][CH:2]1[CH2:1][C:4]2([CH2:7][N:6]([C:27]3[N:28]=[CH:29][C:24]([NH+:21]([O-:23])[OH:22])=[CH:25][CH:26]=3)[CH2:5]2)[CH2:3]1)[CH3:13]. (4) Reactant: [Cl:1][C:2]([O:5]C=O)(Cl)Cl.[CH2:8]([NH:11][CH:12]1[CH2:16][CH2:15][CH2:14][CH2:13]1)[CH:9]=[CH2:10].C(N(CC)CC)C. Product: [CH2:8]([N:11]([CH:12]1[CH2:16][CH2:15][CH2:14][CH2:13]1)[C:2]([Cl:1])=[O:5])[CH:9]=[CH2:10]. The catalyst class is: 4. (5) Reactant: [OH:1][CH2:2][C@@H:3]([NH:10][C:11](=[O:17])[O:12][C:13]([CH3:16])([CH3:15])[CH3:14])[C:4]([N:6]([O:8][CH3:9])[CH3:7])=[O:5].CN(C=O)C.[CH3:23][C:24]([Si:27](Cl)([CH3:29])[CH3:28])([CH3:26])[CH3:25].N1C=CN=C1. Product: [Si:27]([O:1][CH2:2][C@@H:3]([NH:10][C:11](=[O:17])[O:12][C:13]([CH3:14])([CH3:16])[CH3:15])[C:4]([N:6]([O:8][CH3:9])[CH3:7])=[O:5])([C:24]([CH3:26])([CH3:25])[CH3:23])([CH3:29])[CH3:28]. The catalyst class is: 25.